This data is from Catalyst prediction with 721,799 reactions and 888 catalyst types from USPTO. The task is: Predict which catalyst facilitates the given reaction. (1) Reactant: Cl.[NH2:2][OH:3].C(N(CC)CC)C.[CH2:11]([O:14][C:15]1[CH:22]=[CH:21][C:18]([C:19]#[N:20])=[C:17]([Cl:23])[CH:16]=1)[CH:12]=[CH2:13]. Product: [CH2:11]([O:14][C:15]1[CH:22]=[CH:21][C:18]([C:19](=[N:2][OH:3])[NH2:20])=[C:17]([Cl:23])[CH:16]=1)[CH:12]=[CH2:13]. The catalyst class is: 14. (2) Reactant: C(O[C:6](=O)[NH:7][CH2:8][CH2:9][C:10](=[O:19])[NH:11][C:12]1[CH:17]=[CH:16][CH:15]=[C:14]([OH:18])[CH:13]=1)(C)(C)C.[F:21][C:22]([F:27])([F:26])[C:23]([OH:25])=[O:24].[O:28]=[C:29]1[NH:38][CH:37]=[CH:36][C:35]2[N:34]=[C:33]([C:39]3[CH:46]=[CH:45][C:42](C=O)=[CH:41][CH:40]=3)[C:32]([C:47]3[CH:52]=[CH:51][CH:50]=[CH:49][CH:48]=3)=[CH:31][C:30]1=2.C(O[BH-](OC(=O)C)OC(=O)C)(=O)C.[Na+]. Product: [F:21][C:22]([F:27])([F:26])[C:23]([O-:25])=[O:24].[OH:18][C:14]1[CH:13]=[C:12]([NH:11][C:10](=[O:19])[CH2:9][CH2:8][NH2+:7][CH2:6][C:42]2[CH:41]=[CH:40][C:39]([C:33]3[C:32]([C:47]4[CH:48]=[CH:49][CH:50]=[CH:51][CH:52]=4)=[CH:31][C:30]4[C:29](=[O:28])[NH:38][CH:37]=[CH:36][C:35]=4[N:34]=3)=[CH:46][CH:45]=2)[CH:17]=[CH:16][CH:15]=1. The catalyst class is: 4. (3) Reactant: II.F[C:4](F)(F)[C:5]([O:7][C:8]1[C:13]([F:14])=[C:12]([F:15])[C:11]([F:16])=[C:10]([F:17])[C:9]=1[F:18])=[O:6].[CH:38]1[CH:39]=[CH:34]C(P([C:34]2[CH:39]=[CH:38][CH:37]=[CH:36]C=2)[C:38]2[CH:39]=[CH:34]C=[CH:36][CH:37]=2)=[CH:36][CH:37]=1.[NH:40]1[CH:44]=CN=C1. Product: [C:44]([C:39]1[CH:34]=[C:4]([CH:36]=[CH:37][C:38]=1[O:7][CH:8]([CH3:13])[CH3:9])[C:5]([O:7][C:8]1[C:13]([F:14])=[C:12]([F:15])[C:11]([F:16])=[C:10]([F:17])[C:9]=1[F:18])=[O:6])#[N:40]. The catalyst class is: 753. (4) Reactant: [CH3:1][O:2][C:3](=[O:21])[CH2:4][CH2:5][CH2:6][CH2:7][CH2:8][CH2:9][CH:10]([OH:20])[C:11](=[O:19])[NH:12][C:13]1[CH:18]=[CH:17][CH:16]=[CH:15][CH:14]=1.[CH2:22](I)[CH:23]=[CH2:24]. Product: [CH3:1][O:2][C:3](=[O:21])[CH2:4][CH2:5][CH2:6][CH2:7][CH2:8][CH2:9][CH:10]([O:20][CH2:24][CH:23]=[CH2:22])[C:11](=[O:19])[NH:12][C:13]1[CH:18]=[CH:17][CH:16]=[CH:15][CH:14]=1. The catalyst class is: 23. (5) Reactant: C(N(CC)CC)C.P(OC)(OC)OC.[F:15][C:16]([F:22])([F:21])[S:17](Cl)(=[O:19])=[O:18].[F:23][C:24]([F:58])([F:57])[C:25]1[CH:30]=[CH:29][C:28](/[CH:31]=[CH:32]/[C:33]2[O:34][CH:35]=[C:36]([CH2:38][O:39][C:40]3[CH:45]=[CH:44][C:43]([CH2:46][CH2:47][CH2:48][CH2:49][N:50]4[CH:54]=[CH:53][N:52]=[C:51]4[CH2:55]O)=[CH:42][CH:41]=3)[N:37]=2)=[CH:27][CH:26]=1. Product: [F:57][C:24]([F:23])([F:58])[C:25]1[CH:30]=[CH:29][C:28](/[CH:31]=[CH:32]/[C:33]2[O:34][CH:35]=[C:36]([CH2:38][O:39][C:40]3[CH:45]=[CH:44][C:43]([CH2:46][CH2:47][CH2:48][CH2:49][N:50]4[CH:54]=[CH:53][N:52]=[C:51]4[CH2:55][S:17]([C:16]([F:22])([F:21])[F:15])(=[O:19])=[O:18])=[CH:42][CH:41]=3)[N:37]=2)=[CH:27][CH:26]=1. The catalyst class is: 20. (6) Reactant: Cl.[CH3:2][C:3]1[CH:7]=[C:6]([C:8]2[N:13]=[N:12][C:11]([NH:14][NH2:15])=[CH:10][CH:9]=2)[O:5][N:4]=1.[F:16][C:17]([F:32])([C:22]1[CH:23]=[C:24]2[C:29](=[CH:30][CH:31]=1)[N:28]=[CH:27][CH:26]=[CH:25]2)[C:18](OC)=O. Product: [F:32][C:17]([F:16])([C:18]1[N:12]2[N:13]=[C:8]([C:6]3[O:5][N:4]=[C:3]([CH3:2])[CH:7]=3)[CH:9]=[CH:10][C:11]2=[N:14][N:15]=1)[C:22]1[CH:23]=[C:24]2[C:29](=[CH:30][CH:31]=1)[N:28]=[CH:27][CH:26]=[CH:25]2. The catalyst class is: 209. (7) The catalyst class is: 136. Reactant: COC1C=CC(C[N:8](CC2C=CC(OC)=CC=2)[C:9]2[N:14]=[C:13]([CH3:15])[N:12]=[C:11]([C:16]3[N:20]4[N:21]=[CH:22][CH:23]=[CH:24][C:19]4=[N:18][C:17]=3[NH:25][C:26]3[CH:30]=[CH:29][NH:28][N:27]=3)[CH:10]=2)=CC=1.[H-].[Na+].Br[CH2:45][C:46]1[CH:47]=[N:48][CH:49]=[CH:50][CH:51]=1.FC(F)(F)S(O)(=O)=O.C(O)(C(F)(F)F)=O. Product: [NH2:8][C:9]1[N:14]=[C:13]([CH3:15])[N:12]=[C:11]([C:16]2[N:20]3[N:21]=[CH:22][CH:23]=[CH:24][C:19]3=[N:18][C:17]=2[NH:25][C:26]2[CH:30]=[CH:29][N:28]([CH2:45][C:46]3[CH:47]=[N:48][CH:49]=[CH:50][CH:51]=3)[N:27]=2)[CH:10]=1. (8) Reactant: [CH2:1]([O:3][CH:4]([CH2:9][C:10]1[CH:15]=[CH:14][C:13]([CH:16]=[N:17][CH2:18][CH2:19][CH2:20][CH2:21][CH2:22][CH2:23][CH3:24])=[CH:12][CH:11]=1)[C:5]([O:7][CH3:8])=[O:6])[CH3:2].Cl.C([BH3-])#N.[Na+]. Product: [CH2:1]([O:3][CH:4]([CH2:9][C:10]1[CH:11]=[CH:12][C:13]([CH2:16][NH:17][CH2:18][CH2:19][CH2:20][CH2:21][CH2:22][CH2:23][CH3:24])=[CH:14][CH:15]=1)[C:5]([O:7][CH3:8])=[O:6])[CH3:2]. The catalyst class is: 125. (9) Reactant: [C:1]([O:5][C:6]([N:8]1[C@@H:16]2[C@H:11]([C@H:12]([CH2:17][C:18]3[CH:23]=[CH:22][C:21]([NH:24][C:25]([O:27][CH2:28][C:29]4[CH:34]=[CH:33][CH:32]=[CH:31][CH:30]=4)=[O:26])=[C:20]([F:35])[CH:19]=3)[CH2:13][S:14][CH2:15]2)[O:10][C:9]1([CH3:37])[CH3:36])=[O:7])([CH3:4])([CH3:3])[CH3:2].CC(O)=[O:40].OO.[O-]S([O-])(=S)=O.[Na+].[Na+]. Product: [C:1]([O:5][C:6]([N:8]1[C@@H:16]2[C@H:11]([C@H:12]([CH2:17][C:18]3[CH:23]=[CH:22][C:21]([NH:24][C:25]([O:27][CH2:28][C:29]4[CH:30]=[CH:31][CH:32]=[CH:33][CH:34]=4)=[O:26])=[C:20]([F:35])[CH:19]=3)[CH2:13][S@:14](=[O:40])[CH2:15]2)[O:10][C:9]1([CH3:37])[CH3:36])=[O:7])([CH3:4])([CH3:2])[CH3:3]. The catalyst class is: 1.